Dataset: Forward reaction prediction with 1.9M reactions from USPTO patents (1976-2016). Task: Predict the product of the given reaction. (1) The product is: [Cl:1][C:2]1[CH:3]=[C:4]([CH:25]=[CH:26][C:27]=1[Cl:28])[CH2:5][N:6]([CH3:24])[C:7]([C:9]1[CH2:10][N:11]([CH2:16][CH2:17][N:18]2[CH2:19][CH2:20][N:21]([S:30]([CH3:29])(=[O:32])=[O:31])[CH2:22][CH2:23]2)[C:12](=[O:15])[C:13]=1[OH:14])=[O:8]. Given the reactants [Cl:1][C:2]1[CH:3]=[C:4]([CH:25]=[CH:26][C:27]=1[Cl:28])[CH2:5][N:6]([CH3:24])[C:7]([C:9]1[CH2:10][N:11]([CH2:16][CH2:17][N:18]2[CH2:23][CH2:22][NH:21][CH2:20][CH2:19]2)[C:12](=[O:15])[C:13]=1[OH:14])=[O:8].[CH3:29][S:30](Cl)(=[O:32])=[O:31], predict the reaction product. (2) Given the reactants I[C:2]1[CH:25]=[CH:24][C:5]2[NH:6][C:7]([N:9]3[CH2:14][CH2:13][C:12]4([C:22]5[C:17](=[CH:18][CH:19]=[CH:20][CH:21]=5)[C:16](=[O:23])[O:15]4)[CH2:11][CH2:10]3)=[N:8][C:4]=2[CH:3]=1.[N:26]1[CH:31]=[CH:30][CH:29]=[C:28](B(O)O)[CH:27]=1.C(=O)([O-])[O-].[Na+].[Na+], predict the reaction product. The product is: [N:26]1[CH:31]=[CH:30][CH:29]=[C:28]([C:2]2[CH:25]=[CH:24][C:5]3[NH:6][C:7]([N:9]4[CH2:14][CH2:13][C:12]5([C:22]6[C:17](=[CH:18][CH:19]=[CH:20][CH:21]=6)[C:16](=[O:23])[O:15]5)[CH2:11][CH2:10]4)=[N:8][C:4]=3[CH:3]=2)[CH:27]=1. (3) Given the reactants O.[OH:2][C:3]1[CH:11]=[CH:10][C:6]([C:7]([OH:9])=[O:8])=[CH:5][C:4]=1[CH2:12][N:13]1[CH2:18][CH2:17][O:16][CH2:15][CH2:14]1.[CH2:19](I)[CH3:20].[CH2:22](Br)[C:23]1C=CC=CC=1, predict the reaction product. The product is: [CH2:22]([O:2][C:3]1[CH:11]=[CH:10][C:6]([C:7]([O:9][CH2:19][CH3:20])=[O:8])=[CH:5][C:4]=1[CH2:12][N:13]1[CH2:14][CH2:15][O:16][CH2:17][CH2:18]1)[CH3:23]. (4) Given the reactants Cl[C:2]1[C:7]([C:8]([NH2:10])=[O:9])=[C:6]([NH:11][C:12]2[CH:13]=[N:14][C:15]([CH3:18])=[CH:16][CH:17]=2)[N:5]=[C:4]([S:19][CH3:20])[N:3]=1.[CH3:21][OH:22].C[O-].[Na+], predict the reaction product. The product is: [CH3:21][O:22][C:2]1[C:7]([C:8]([NH2:10])=[O:9])=[C:6]([NH:11][C:12]2[CH:13]=[N:14][C:15]([CH3:18])=[CH:16][CH:17]=2)[N:5]=[C:4]([S:19][CH3:20])[N:3]=1. (5) Given the reactants [C:1]([CH2:3][CH2:4][C:5]1[CH:6]=[C:7]([CH:11]2OCC[O:12]2)[CH:8]=[CH:9][CH:10]=1)#[N:2].Cl, predict the reaction product. The product is: [C:1]([CH2:3][CH2:4][C:5]1[CH:6]=[C:7]([CH:8]=[CH:9][CH:10]=1)[CH:11]=[O:12])#[N:2].